This data is from Reaction yield outcomes from USPTO patents with 853,638 reactions. The task is: Predict the reaction yield, written as a fraction of the theoretical maximum amount of product (1.0 means a 100% yield; for example, 0.34 means a 34% yield). (1) The reactants are CS(O[CH2:6][CH2:7][O:8][CH2:9][C:10]1[CH:15]=[CH:14][CH:13]=[CH:12][CH:11]=1)(=O)=O.CO.[CH2:18]([NH2:20])[CH3:19]. The catalyst is C(Cl)Cl. The product is [CH2:9]([O:8][CH2:7][CH2:6][NH:20][CH2:18][CH3:19])[C:10]1[CH:15]=[CH:14][CH:13]=[CH:12][CH:11]=1. The yield is 0.720. (2) The reactants are CCN=C=NCCCN(C)C.[CH3:12][N:13]1[C:21]2[C:16](=[CH:17][CH:18]=[CH:19][CH:20]=2)[CH:15]=[C:14]1[C:22]([OH:24])=O.Cl.[CH3:26][O:27][C:28](=[O:31])[CH2:29][NH2:30].CCOCC. The catalyst is CN(C1C=CN=CC=1)C.C(Cl)Cl.CN(C=O)C. The product is [CH3:12][N:13]1[C:21]2[C:16](=[CH:17][CH:18]=[CH:19][CH:20]=2)[CH:15]=[C:14]1[C:22]([NH:30][CH2:29][C:28]([O:27][CH3:26])=[O:31])=[O:24]. The yield is 0.700. (3) The product is [CH3:46][C:6]1([CH3:5])[C:10](=[O:11])[N:9]([C@@H:12]([CH2:21][CH:22]2[CH2:24][CH2:23]2)[C:13]([NH:15][C@H:16]([CH3:20])[CH2:17][CH2:18][OH:19])=[O:14])[C:8](=[O:25])[N:7]1[CH2:26][C:27]1[CH:32]=[CH:31][C:30]([NH:33][C:34]([NH:36][C:37]2[CH:42]=[CH:41][CH:40]=[CH:39][C:38]=2[CH3:43])=[O:35])=[C:29]([OH:44])[CH:28]=1. The reactants are B(Br)(Br)Br.[CH3:5][C:6]1([CH3:46])[C:10](=[O:11])[N:9]([C@@H:12]([CH2:21][CH:22]2[CH2:24][CH2:23]2)[C:13]([NH:15][C@H:16]([CH3:20])[CH2:17][CH2:18][OH:19])=[O:14])[C:8](=[O:25])[N:7]1[CH2:26][C:27]1[CH:32]=[CH:31][C:30]([NH:33][C:34]([NH:36][C:37]2[CH:42]=[CH:41][CH:40]=[CH:39][C:38]=2[CH3:43])=[O:35])=[C:29]([O:44]C)[CH:28]=1.O. The yield is 0.370. The catalyst is ClCCl.